This data is from Reaction yield outcomes from USPTO patents with 853,638 reactions. The task is: Predict the reaction yield, written as a fraction of the theoretical maximum amount of product (1.0 means a 100% yield; for example, 0.34 means a 34% yield). (1) The reactants are [CH3:1][C:2]1[C:6]([CH2:7][N:8]2[CH2:12][CH:11]([C:13]3[CH:18]=[C:17]([F:19])[CH:16]=[C:15]([F:20])[C:14]=3[F:21])[CH2:10][C:9]2=[O:22])=[C:5]([CH3:23])[N:4](S(C2C=CC(C)=CC=2)(=O)=O)[N:3]=1.[F-].C([N+](CCCC)(CCCC)CCCC)CCC. The catalyst is C1COCC1. The product is [CH3:1][C:2]1[C:6]([CH2:7][N:8]2[CH2:12][CH:11]([C:13]3[CH:18]=[C:17]([F:19])[CH:16]=[C:15]([F:20])[C:14]=3[F:21])[CH2:10][C:9]2=[O:22])=[C:5]([CH3:23])[NH:4][N:3]=1. The yield is 0.140. (2) The reactants are I[C:2]1[CH:7]=[C:6]([CH3:8])[CH:5]=[C:4]([N+:9]([O-:11])=[O:10])[C:3]=1[NH2:12].[C:13]1([C:19]#[CH:20])[CH:18]=[CH:17][CH:16]=[CH:15][CH:14]=1.C(N(CC)CC)C.[I-]. The catalyst is O1CCCC1.O. The product is [CH3:8][C:6]1[CH:7]=[C:2]([C:20]#[C:19][C:13]2[CH:18]=[CH:17][CH:16]=[CH:15][CH:14]=2)[C:3]([NH2:12])=[C:4]([N+:9]([O-:11])=[O:10])[CH:5]=1. The yield is 0.710. (3) The reactants are [CH3:1][O:2][C:3]1[CH:8]=[CH:7][C:6]2=[N:9][C:10]([C:12]3[CH:13]=[CH:14][C:15]([CH3:19])=[C:16]([CH:18]=3)[NH2:17])=[CH:11][N:5]2[N:4]=1.C([O-])([O-])=O.[K+].[K+].[F:26][C:27]1[CH:34]=[CH:33][C:30]([CH2:31]Br)=[CH:29][CH:28]=1. The catalyst is C(#N)C. The product is [F:26][C:27]1[CH:34]=[CH:33][C:30]([CH2:31][NH:17][C:16]2[CH:18]=[C:12]([C:10]3[N:9]=[C:6]4[CH:7]=[CH:8][C:3]([O:2][CH3:1])=[N:4][N:5]4[CH:11]=3)[CH:13]=[CH:14][C:15]=2[CH3:19])=[CH:29][CH:28]=1. The yield is 0.340. (4) The reactants are Br[C:2]1[CH:3]=[CH:4][C:5]2[CH:6]=[CH:7][C:8]3[C:13]([C:14]=2[CH:15]=1)=[CH:12][C:11]([Cl:16])=[CH:10][CH:9]=3.C[Li].C([Li])CCC.[CH:24]1([CH:27]=[O:28])[CH2:26][CH2:25]1. The catalyst is C1COCC1. The product is [Cl:16][C:11]1[CH:12]=[C:13]2[C:8](=[CH:9][CH:10]=1)[CH:7]=[CH:6][C:5]1[CH:4]=[CH:3][C:2]([CH:27]([CH:24]3[CH2:26][CH2:25]3)[OH:28])=[CH:15][C:14]2=1. The yield is 0.550. (5) The reactants are [F:1][C:2]1[CH:27]=[CH:26][C:5]([CH2:6][CH:7]2[CH2:12][CH2:11][N:10]([C:13]([C:15]3[CH:16]=[C:17]4[CH:25]=[CH:24][NH:23][C:18]4=[N:19][C:20]=3[O:21][CH3:22])=[O:14])[CH2:9][CH2:8]2)=[CH:4][CH:3]=1.[OH-:28].[K+].[Cl-].C[C:32]([CH3:34])=[O:33]. No catalyst specified. The product is [F:1][C:2]1[CH:27]=[CH:26][C:5]([CH2:6][CH:7]2[CH2:12][CH2:11][N:10]([C:13]([C:15]3[CH:16]=[C:17]4[C:25]([C:34](=[O:28])[C:32]([N:23]5[CH2:24][CH2:25][CH2:17][CH2:18]5)=[O:33])=[CH:24][N:23]([CH2:20][O:21][CH3:22])[C:18]4=[N:19][C:20]=3[O:21][CH3:22])=[O:14])[CH2:9][CH2:8]2)=[CH:4][CH:3]=1. The yield is 0.770. (6) The reactants are [CH2:1]([O:3][C:4]([C:6]1[CH:15]=[C:14](Cl)[C:13]2[C:8](=[CH:9][CH:10]=[CH:11][CH:12]=2)[N:7]=1)=[O:5])[CH3:2].[Br:17][C:18]1[CH:23]=[CH:22][C:21]([OH:24])=[CH:20][CH:19]=1.C([O-])([O-])=O.[Cs+].[Cs+]. The catalyst is CN(C=O)C. The product is [CH2:1]([O:3][C:4]([C:6]1[CH:15]=[C:14]([O:24][C:21]2[CH:22]=[CH:23][C:18]([Br:17])=[CH:19][CH:20]=2)[C:13]2[C:8](=[CH:9][CH:10]=[CH:11][CH:12]=2)[N:7]=1)=[O:5])[CH3:2]. The yield is 0.423.